This data is from Antibody paratope prediction from SAbDab with 1,023 antibody chains. The task is: Token-level Classification. Given an antibody amino acid sequence, predict which amino acid positions are active in antigen binding. Output is a list of indices for active paratope positions. (1) Given the antibody sequence: EVQLLESGGGLVQPGGSLRLSCAASGFTFSTYAMSWVRQAPGKGLEWVSGISGSGGSTYYADSVKGRFTTSRDNSKNTLYLQMNSLRAEDTAVYYCAKFSGKDCSGTSCRDYWGQGTLVTVSS, which amino acid positions are active in antigen binding (paratope)? The paratope positions are: [52, 83, 84, 85, 104, 105, 106, 107, 108, 109]. (2) Given the antibody sequence: QSVLAQPPSVSGAPGQRVSISCTGRSSNIGAGYDVHWYQQLPGKAPKLLIYGNTNRPSGVPVRFSGSMSGTSASLAITGLQAEDEADYYCQSYDRSLSGSVFGGGTKLTVL, which amino acid positions are active in antigen binding (paratope)? The paratope positions are: [29, 30, 31, 97, 98].